Dataset: Reaction yield outcomes from USPTO patents with 853,638 reactions. Task: Predict the reaction yield, written as a fraction of the theoretical maximum amount of product (1.0 means a 100% yield; for example, 0.34 means a 34% yield). (1) The reactants are Br[C:2]1[CH:7]=[C:6]([O:8][C:9]2[CH:14]=[CH:13][C:12]([CH3:15])=[CH:11][C:10]=2[O:16][CH3:17])[C:5]([Cl:18])=[CH:4][C:3]=1[F:19].[C:20](OCC)(=[O:26])[C:21]([O:23][CH2:24][CH3:25])=[O:22]. No catalyst specified. The product is [Cl:18][C:5]1[C:6]([O:8][C:9]2[CH:14]=[CH:13][C:12]([CH3:15])=[CH:11][C:10]=2[O:16][CH3:17])=[CH:7][C:2]([C:20](=[O:26])[C:21]([O:23][CH2:24][CH3:25])=[O:22])=[C:3]([F:19])[CH:4]=1. The yield is 0.650. (2) The reactants are [F:1][C:2]1[CH:7]=[C:6]([I:8])[CH:5]=[CH:4][C:3]=1[NH:9][C:10](=[NH:17])[CH2:11][C:12]([O:14][CH2:15][CH3:16])=[O:13].Br[C:19]1[CH2:23][CH2:22][C:21](=[O:24])[C:20]=1O. The catalyst is O1CCOCC1. The product is [F:1][C:2]1[CH:7]=[C:6]([I:8])[CH:5]=[CH:4][C:3]=1[NH:9][C:10]1[NH:17][C:20]2[C:21](=[O:24])[CH2:22][CH2:23][C:19]=2[C:11]=1[C:12]([O:14][CH2:15][CH3:16])=[O:13]. The yield is 0.190. (3) The reactants are [C:1]([C:3]1[CH:8]=[CH:7][CH:6]=[C:5]([S:9][C:10]2[N:11]([CH3:15])[CH:12]=[CH:13][N:14]=2)[N:4]=1)#[N:2].[C:16](OC)(=[O:24])[C:17]1[C:18](=[CH:20][CH:21]=[CH:22][CH:23]=1)[SH:19].C(N(CC)CC)C. The catalyst is C1(C)C=CC=CC=1. The product is [CH3:15][N:11]1[CH:12]=[CH:13][N:14]=[C:10]1[S:9][C:5]1[N:4]=[C:3]([C:1]2[S:19][C:18]3[CH:20]=[CH:21][CH:22]=[CH:23][C:17]=3[C:16](=[O:24])[N:2]=2)[CH:8]=[CH:7][CH:6]=1. The yield is 0.0500. (4) The reactants are Cl.[Br:2][C:3]1[CH:4]=[C:5]([NH:11][C:12]2[CH:21]=[CH:20][C:19]3[CH2:18][NH:17][CH2:16][CH2:15][C:14]=3[N:13]=2)[C:6](=[O:10])[N:7]([CH3:9])[CH:8]=1.[O:22]1[CH2:25][C:24](=O)[CH2:23]1.[BH3-]C#N.[Na+].O. The catalyst is CO.[Cl-].[Zn+2].[Cl-]. The product is [Br:2][C:3]1[CH:4]=[C:5]([NH:11][C:12]2[CH:21]=[CH:20][C:19]3[CH2:18][N:17]([CH:24]4[CH2:25][O:22][CH2:23]4)[CH2:16][CH2:15][C:14]=3[N:13]=2)[C:6](=[O:10])[N:7]([CH3:9])[CH:8]=1. The yield is 0.890. (5) The reactants are Cl/[C:2](=[N:8]\[OH:9])/[C:3]([O:5][CH2:6][CH3:7])=[O:4].[C:10]([C:12]1[CH:17]=[CH:16][CH:15]=[CH:14][CH:13]=1)#[CH:11].C(N(CC)CC)C. The catalyst is CCOCC. The product is [C:12]1([C:10]2[O:9][N:8]=[C:2]([C:3]([O:5][CH2:6][CH3:7])=[O:4])[CH:11]=2)[CH:17]=[CH:16][CH:15]=[CH:14][CH:13]=1. The yield is 0.700.